This data is from HIV replication inhibition screening data with 41,000+ compounds from the AIDS Antiviral Screen. The task is: Binary Classification. Given a drug SMILES string, predict its activity (active/inactive) in a high-throughput screening assay against a specified biological target. (1) The compound is CCOC(=O)CCC1(C)OCC2OC(n3cc(C)c(=O)[nH]c3=O)CC2N1O. The result is 0 (inactive). (2) The drug is CNC(=O)CCC(NC(=O)OC(C)(C)C)C(=O)NC(Cc1ccc([N+](=O)[O-])cc1)C(=O)NCC(=O)NC. The result is 0 (inactive). (3) The molecule is O=NC1(c2ccccc2)CCCCC1[N+](=O)[O-]. The result is 0 (inactive). (4) The compound is CC[Sn](CC)(OC(=O)c1ccccc1F)O[Sn](CC)(CC)OC(=O)c1ccccc1F. The result is 0 (inactive). (5) The compound is Brc1cc2nn(-c3ccccc3)nc2c2nonc12. The result is 0 (inactive). (6) The drug is C1CCCCC2(CCCCCCCCC3(CCC1)OCCO3)OCCO2. The result is 0 (inactive). (7) The drug is O=C1NC(c2cccc(Cl)c2)N2C(=O)NC(c3cccc(Cl)c3)N12. The result is 0 (inactive). (8) The drug is Brc1ccc2c(-c3csc(-c4c[nH]c5ccccc45)n3)c[nH]c2c1. The result is 0 (inactive). (9) The drug is Clc1cccc(C2=NOC3COC4C=CC=CC4OCC23)c1. The result is 0 (inactive). (10) The drug is N#CC1CC(c2ccccc2)Nc2cc(Cl)ccc2N1. The result is 0 (inactive).